This data is from Full USPTO retrosynthesis dataset with 1.9M reactions from patents (1976-2016). The task is: Predict the reactants needed to synthesize the given product. Given the product [CH:1]1([C:6]2[C:15]([C:16](=[O:27])[C:17]3[CH:18]=[CH:19][C:20]([C:23]([F:26])([F:24])[F:25])=[CH:21][CH:22]=3)=[C:14]([C:28]3[CH:33]=[CH:32][C:31]([F:34])=[C:30]([F:35])[CH:29]=3)[C:13]3[C:12](=[O:36])[CH2:11][C:10]([CH3:38])([CH3:37])[CH2:9][C:8]=3[N:7]=2)[CH2:5][CH2:4][CH2:3][CH2:2]1, predict the reactants needed to synthesize it. The reactants are: [CH:1]1([C:6]2[NH:7][C:8]3[CH2:9][C:10]([CH3:38])([CH3:37])[CH2:11][C:12](=[O:36])[C:13]=3[CH:14]([C:28]3[CH:33]=[CH:32][C:31]([F:34])=[C:30]([F:35])[CH:29]=3)[C:15]=2[C:16](=[O:27])[C:17]2[CH:22]=[CH:21][C:20]([C:23]([F:26])([F:25])[F:24])=[CH:19][CH:18]=2)[CH2:5][CH2:4][CH2:3][CH2:2]1.N1C=CC=CC=1.